Dataset: NCI-60 drug combinations with 297,098 pairs across 59 cell lines. Task: Regression. Given two drug SMILES strings and cell line genomic features, predict the synergy score measuring deviation from expected non-interaction effect. Drug 1: CC1=C(C=C(C=C1)NC2=NC=CC(=N2)N(C)C3=CC4=NN(C(=C4C=C3)C)C)S(=O)(=O)N.Cl. Drug 2: CC1C(C(CC(O1)OC2CC(CC3=C2C(=C4C(=C3O)C(=O)C5=CC=CC=C5C4=O)O)(C(=O)C)O)N)O. Cell line: M14. Synergy scores: CSS=67.0, Synergy_ZIP=8.31, Synergy_Bliss=9.13, Synergy_Loewe=10.6, Synergy_HSA=11.6.